From a dataset of Full USPTO retrosynthesis dataset with 1.9M reactions from patents (1976-2016). Predict the reactants needed to synthesize the given product. Given the product [CH3:1][C:2]1[NH:3][C:4]([CH3:25])=[C:5]([C:21]([O:23][CH3:24])=[O:22])[CH:6]([C@H:12]2[CH2:16][CH2:15][C@@H:14]([C:17]([OH:19])=[O:18])[CH2:13]2)[C:7]=1[C:8]([O:10][CH3:11])=[O:9], predict the reactants needed to synthesize it. The reactants are: [CH3:1][C:2]1[NH:3][C:4]([CH3:25])=[C:5]([C:21]([O:23][CH3:24])=[O:22])[CH:6]([C@H:12]2[CH2:16][CH2:15][C@@H:14]([C:17]([O:19]C)=[O:18])[CH2:13]2)[C:7]=1[C:8]([O:10][CH3:11])=[O:9].[OH-].[Na+].Cl.